Task: Regression. Given a peptide amino acid sequence and an MHC pseudo amino acid sequence, predict their binding affinity value. This is MHC class II binding data.. Dataset: Peptide-MHC class II binding affinity with 134,281 pairs from IEDB The peptide sequence is DGDGQPSINDLDEVI. The MHC is DRB1_0101 with pseudo-sequence DRB1_0101. The binding affinity (normalized) is 0.